Dataset: Catalyst prediction with 721,799 reactions and 888 catalyst types from USPTO. Task: Predict which catalyst facilitates the given reaction. (1) The catalyst class is: 3. Reactant: [H-].[Na+].[OH:3][CH2:4][CH2:5][N:6]1[CH2:10][CH2:9][CH2:8][C:7]1=[O:11].[NH:12]([C:19]1[N:20]([C:35]2[CH:40]=[CH:39][CH:38]=[CH:37][CH:36]=2)[C:21]2[C:26]([C:27](=[O:29])[CH:28]=1)=[C:25]([C:30]([F:33])([F:32])[F:31])[CH:24]=[C:23](Cl)[N:22]=2)[C:13]1[CH:18]=[CH:17][CH:16]=[CH:15][CH:14]=1. Product: [NH:12]([C:19]1[N:20]([C:35]2[CH:40]=[CH:39][CH:38]=[CH:37][CH:36]=2)[C:21]2[C:26]([C:27](=[O:29])[CH:28]=1)=[C:25]([C:30]([F:33])([F:32])[F:31])[CH:24]=[C:23]([O:3][CH2:4][CH2:5][N:6]1[CH2:10][CH2:9][CH2:8][C:7]1=[O:11])[N:22]=2)[C:13]1[CH:14]=[CH:15][CH:16]=[CH:17][CH:18]=1. (2) Reactant: [NH2:1][C@@H:2]1[CH2:11][C@@H:10]2[C@:5]([CH3:14])([CH2:6][CH2:7][CH2:8][C:9]2([CH3:13])[CH3:12])[C@@H:4]([C:15]([C:17]2[CH:18]=[C:19]([OH:24])[CH:20]=[C:21]([OH:23])[CH:22]=2)=[O:16])[C@@H:3]1[CH3:25].F[P-](F)(F)(F)(F)F.N1(OC(N(C)C)=[N+](C)C)C2C=CC=CC=2N=N1.[C:50](O)(=[O:57])[C:51]1[CH:56]=[CH:55][CH:54]=[CH:53][CH:52]=1.C(N(CC)C(C)C)(C)C. Product: [OH:24][C:19]1[CH:18]=[C:17]([C:15]([C@@H:4]2[C@:5]3([CH3:14])[C@H:10]([C:9]([CH3:13])([CH3:12])[CH2:8][CH2:7][CH2:6]3)[CH2:11][C@@H:2]([NH:1][C:50](=[O:57])[C:51]3[CH:56]=[CH:55][CH:54]=[CH:53][CH:52]=3)[C@H:3]2[CH3:25])=[O:16])[CH:22]=[C:21]([OH:23])[CH:20]=1. The catalyst class is: 3. (3) Reactant: O.C[O:3][C:4]([C:6]1[N:7]([CH3:34])[C:8]([C:11]2[CH:16]=[CH:15][CH:14]=[C:13]([N:17]3[N:26]=[CH:25][C:24]4[C:19](=[CH:20][CH:21]=[C:22]([C:27]([CH3:30])([CH3:29])[CH3:28])[CH:23]=4)[C:18]3=[O:31])[C:12]=2[CH2:32][OH:33])=[CH:9][CH:10]=1)=[O:5].[OH-].[Na+]. Product: [C:27]([C:22]1[CH:23]=[C:24]2[C:19](=[CH:20][CH:21]=1)[C:18](=[O:31])[N:17]([C:13]1[C:12]([CH2:32][OH:33])=[C:11]([C:8]3[N:7]([CH3:34])[C:6]([C:4]([OH:5])=[O:3])=[CH:10][CH:9]=3)[CH:16]=[CH:15][CH:14]=1)[N:26]=[CH:25]2)([CH3:30])([CH3:28])[CH3:29]. The catalyst class is: 12. (4) Reactant: [CH3:1][O:2][C:3]1[CH:47]=[C:46]([O:48][CH3:49])[CH:45]=[C:44]([O:50][CH3:51])[C:4]=1[CH:5]=[CH:6][CH:7]([S:17]([CH:20]([CH:30]=[CH:31][C:32]1[C:37]([O:38][CH3:39])=[CH:36][C:35]([O:40][CH3:41])=[CH:34][C:33]=1[O:42][CH3:43])[C:21]1[CH:26]=[CH:25][C:24]([O:27][CH3:28])=[C:23]([NH2:29])[CH:22]=1)(=[O:19])=[O:18])[C:8]1[CH:13]=[CH:12][C:11]([O:14][CH3:15])=[C:10]([NH2:16])[CH:9]=1.[Cl:52][CH2:53][C:54](Cl)=[O:55]. Product: [CH3:51][O:50][C:44]1[CH:45]=[C:46]([O:48][CH3:49])[CH:47]=[C:3]([O:2][CH3:1])[C:4]=1[CH:5]=[CH:6][CH:7]([S:17]([CH:20]([CH:30]=[CH:31][C:32]1[C:33]([O:42][CH3:43])=[CH:34][C:35]([O:40][CH3:41])=[CH:36][C:37]=1[O:38][CH3:39])[C:21]1[CH:26]=[CH:25][C:24]([O:27][CH3:28])=[C:23]([NH:29][C:54](=[O:55])[CH2:53][Cl:52])[CH:22]=1)(=[O:19])=[O:18])[C:8]1[CH:13]=[CH:12][C:11]([O:14][CH3:15])=[C:10]([NH:16][C:54](=[O:55])[CH2:53][Cl:52])[CH:9]=1. The catalyst class is: 857. (5) Reactant: [Cl:1][C:2]1[C:3]([F:10])=[C:4]([CH2:8][NH2:9])[CH:5]=[CH:6][CH:7]=1.[CH2:11]([O:13][CH:14]([O:19][CH2:20][CH3:21])[C:15](=[NH:18])OC)[CH3:12]. The catalyst class is: 5. Product: [Cl:1][C:2]1[C:3]([F:10])=[C:4]([CH:5]=[CH:6][CH:7]=1)[CH2:8][NH:9][C:15](=[NH:18])[CH:14]([O:19][CH2:20][CH3:21])[O:13][CH2:11][CH3:12]. (6) Reactant: [F:1][C:2]1[C:11]([O:12][CH3:13])=[C:10]([C:14]#[C:15][C:16]([CH3:19])([CH3:18])[CH3:17])[CH:9]=[CH:8][C:3]=1[C:4]([O:6]C)=[O:5].[OH-].[Na+]. Product: [F:1][C:2]1[C:11]([O:12][CH3:13])=[C:10]([C:14]#[C:15][C:16]([CH3:19])([CH3:18])[CH3:17])[CH:9]=[CH:8][C:3]=1[C:4]([OH:6])=[O:5]. The catalyst class is: 5. (7) Reactant: [CH3:1][C:2]([OH:41])([C:4]1[CH:5]=[CH:6][CH:7]=[CH:8][C:9]=1[CH2:10][CH2:11][C@@H:12]([S:32][CH2:33][C:34]1([CH2:37][C:38]([O-:40])=[O:39])[CH2:36][CH2:35]1)[C:13]1[CH:14]=[CH:15][CH:16]=[C:17](/[CH:19]=[CH:20]/[C:21]2[CH:22]=[CH:23][C:24]3[CH:25]=[CH:26][C:27]([Cl:31])=[CH:28][C:29]=3[N:30]=2)[CH:18]=1)[CH3:3].[Na+].[OH:43]O. Product: [Cl:31][C:27]1[CH:28]=[C:29]2[C:24]([CH:23]=[CH:22][C:21]([CH:20]=[CH:19][C:17]3[CH:18]=[C:13]([CH:12]([S:32]([CH2:33][C:34]4([CH2:37][C:38]([OH:40])=[O:39])[CH2:35][CH2:36]4)=[O:43])[CH2:11][CH2:10][C:9]4[CH:8]=[CH:7][CH:6]=[CH:5][C:4]=4[C:2]([OH:41])([CH3:1])[CH3:3])[CH:14]=[CH:15][CH:16]=3)=[N:30]2)=[CH:25][CH:26]=1. The catalyst class is: 5.